This data is from Forward reaction prediction with 1.9M reactions from USPTO patents (1976-2016). The task is: Predict the product of the given reaction. (1) Given the reactants [F:1][C:2]1[CH:3]=[C:4]2[C:12](=[CH:13][CH:14]=1)[NH:11][C:10]1[CH2:9][CH2:8][C@H:7]([NH2:15])[CH2:6][C:5]2=1.FC1C=C2C(=CC=1)NC1CC[C@@H](N[C@H](C3C=CC=CC=3)C)CC2=1, predict the reaction product. The product is: [F:1][C:2]1[CH:3]=[C:4]2[C:12](=[CH:13][CH:14]=1)[NH:11][C:10]1[CH2:9][CH2:8][C@@H:7]([NH2:15])[CH2:6][C:5]2=1. (2) The product is: [CH2:14]([O:13][C:10]1[C:11](=[O:12])[N:6]2[CH:5]=[C:4]([N:25]3[CH2:30][CH2:29][O:28][CH2:27][CH2:26]3)[CH:3]=[C:2]([NH:1][C:34](=[O:35])[C:33]([N:32]([CH3:38])[CH3:31])=[O:37])[C:7]2=[N:8][C:9]=1[C:21]([O:23][CH3:24])=[O:22])[C:15]1[CH:20]=[CH:19][CH:18]=[CH:17][CH:16]=1. Given the reactants [NH2:1][C:2]1[C:7]2=[N:8][C:9]([C:21]([O:23][CH3:24])=[O:22])=[C:10]([O:13][CH2:14][C:15]3[CH:20]=[CH:19][CH:18]=[CH:17][CH:16]=3)[C:11](=[O:12])[N:6]2[CH:5]=[C:4]([N:25]2[CH2:30][CH2:29][O:28][CH2:27][CH2:26]2)[CH:3]=1.[CH3:31][N:32]([CH3:38])[C:33](=[O:37])[C:34](Cl)=[O:35], predict the reaction product. (3) The product is: [Br:1][C:2]1[CH:3]=[C:4]([N:13]2[CH2:14][CH2:15][CH:11]([N:10]([CH3:16])[CH3:9])[CH2:12]2)[CH:5]=[CH:6][CH:7]=1. Given the reactants [Br:1][C:2]1[CH:7]=[CH:6][CH:5]=[C:4](I)[CH:3]=1.[CH3:9][N:10]([CH3:16])[CH:11]1[CH2:15][CH2:14][NH:13][CH2:12]1.C(O)CO, predict the reaction product. (4) The product is: [CH3:22][C:17]1([CH3:23])[C:18]([CH3:20])([CH3:21])[O:19][B:15]([C:13]2[CH:12]=[N:11][N:10]([CH:2]3[CH2:6][CH2:5][CH2:4][C:3]3=[O:7])[CH:14]=2)[O:16]1. Given the reactants Cl[CH:2]1[CH2:6][CH2:5][CH2:4][C:3]1=[O:7].C([N:10]1[CH:14]=[C:13]([B:15]2[O:19][C:18]([CH3:21])([CH3:20])[C:17]([CH3:23])([CH3:22])[O:16]2)[CH:12]=[N:11]1)C, predict the reaction product. (5) Given the reactants [OH:1][C:2]1[CH:7]=[C:6]([O:8][CH3:9])[CH:5]=[CH:4][C:3]=1[C:10]([C:12]1[CH:17]=[CH:16][C:15]([O:18][CH2:19][C:20]2[N:21]=[C:22]([C:26]3[CH:31]=[CH:30][CH:29]=[CH:28][CH:27]=3)[O:23][C:24]=2[CH3:25])=[CH:14][CH:13]=1)=[O:11].Br[C:33]([F:40])([F:39])[C:34]([O:36]CC)=[O:35].C(=O)([O-])[O-].[K+].[K+].CN(C)C=O, predict the reaction product. The product is: [F:39][C:33]([F:40])([O:1][C:2]1[CH:7]=[C:6]([O:8][CH3:9])[CH:5]=[CH:4][C:3]=1[C:10](=[O:11])[C:12]1[CH:13]=[CH:14][C:15]([O:18][CH2:19][C:20]2[N:21]=[C:22]([C:26]3[CH:27]=[CH:28][CH:29]=[CH:30][CH:31]=3)[O:23][C:24]=2[CH3:25])=[CH:16][CH:17]=1)[C:34]([OH:36])=[O:35]. (6) Given the reactants C(N(CC)CC)C.[Cl:8][C:9]1[CH:17]=[CH:16][C:12]([C:13]([OH:15])=O)=[CH:11][C:10]=1[NH:18][C:19]([C:21]1[C:22](=[O:33])[NH:23][C:24]2[C:29]([CH:30]=1)=[CH:28][CH:27]=[C:26]([O:31][CH3:32])[N:25]=2)=[O:20].CN(C(ON1N=NC2C=CC=NC1=2)=[N+](C)C)C.F[P-](F)(F)(F)(F)F.[CH2:58]([NH2:65])[C:59]1[CH:64]=[CH:63][CH:62]=[CH:61][CH:60]=1, predict the reaction product. The product is: [CH2:58]([NH:65][C:13]([C:12]1[CH:16]=[CH:17][C:9]([Cl:8])=[C:10]([NH:18][C:19]([C:21]2[C:22](=[O:33])[NH:23][C:24]3[C:29]([CH:30]=2)=[CH:28][CH:27]=[C:26]([O:31][CH3:32])[N:25]=3)=[O:20])[CH:11]=1)=[O:15])[C:59]1[CH:64]=[CH:63][CH:62]=[CH:61][CH:60]=1. (7) Given the reactants C([O:3][C:4]([C:6]1[CH:15]=[C:14]([O:16][CH2:17][C:18]([N:20]2[CH2:24][CH2:23][CH2:22][C@H:21]2[C:25](=[O:31])[NH:26][CH:27]2[CH2:30][CH2:29][CH2:28]2)=[O:19])[C:13]2[C:8](=[CH:9][C:10]([CH3:33])=[C:11]([Cl:32])[CH:12]=2)[N:7]=1)=[O:5])C.[OH-].[Na+], predict the reaction product. The product is: [Cl:32][C:11]1[CH:12]=[C:13]2[C:8](=[CH:9][C:10]=1[CH3:33])[N:7]=[C:6]([C:4]([OH:5])=[O:3])[CH:15]=[C:14]2[O:16][CH2:17][C:18]([N:20]1[CH2:24][CH2:23][CH2:22][C@H:21]1[C:25](=[O:31])[NH:26][CH:27]1[CH2:28][CH2:29][CH2:30]1)=[O:19]. (8) Given the reactants [OH:1][N:2]1C(=O)C2=CC=CC=C2C1=O.Br[CH2:14][C:15]1[CH:20]=[CH:19][CH:18]=[CH:17][C:16]=1[CH2:21][S:22]([C:25]1[CH:30]=[CH:29][CH:28]=[CH:27][CH:26]=1)(=[O:24])=[O:23], predict the reaction product. The product is: [C:25]1([S:22]([CH2:21][C:16]2[CH:17]=[CH:18][CH:19]=[CH:20][C:15]=2[CH2:14][O:1][NH2:2])(=[O:24])=[O:23])[CH:30]=[CH:29][CH:28]=[CH:27][CH:26]=1.